Dataset: Full USPTO retrosynthesis dataset with 1.9M reactions from patents (1976-2016). Task: Predict the reactants needed to synthesize the given product. (1) Given the product [CH2:1]([O:8][C@H:9]1[C@@H:13]([CH2:14][CH:15]2[CH2:19][O:18][C:17]([CH3:20])([CH3:21])[O:16]2)[O:12][C@@H:11]([CH2:22][CH:23]=[O:24])[C@@H:10]1[O:25][CH2:26][C:27]1[CH:28]=[CH:29][C:30]([O:33][CH3:34])=[CH:31][CH:32]=1)[C:2]1[CH:7]=[CH:6][CH:5]=[CH:4][CH:3]=1, predict the reactants needed to synthesize it. The reactants are: [CH2:1]([O:8][C@H:9]1[C@@H:13]([CH2:14][C@@H:15]2[CH2:19][O:18][C:17]([CH3:21])([CH3:20])[O:16]2)[O:12][C@@H:11]([CH2:22][CH:23]=[O:24])[C@@H:10]1[O:25][CH2:26][C:27]1[CH:32]=[CH:31][C:30]([O:33][CH3:34])=[CH:29][CH:28]=1)[C:2]1[CH:7]=[CH:6][CH:5]=[CH:4][CH:3]=1.C(O[C@H]1[C@@H](C[C@H]2COC(C)(C)O2)O[C@@H](CC=O)[C@@H]1OCC1C=CC(OC)=CC=1)C1C=CC=CC=1.N1C(C)=CC=CC=1C.I([O-])(=O)(=O)=O.[Na+].S([O-])([O-])=O.[Na+].[Na+].C([O-])(O)=O.[Na+].[Na+].[Cl-]. (2) The reactants are: C(O[CH:4](OCC)[CH2:5][O:6][C:7]1[C:14]([F:15])=[CH:13][C:12]([F:16])=[CH:11][C:8]=1[CH:9]=O)C.[BH4-].[Na+].P(Br)(Br)[Br:23]. Given the product [Br:23][CH2:4][C:5]1[O:6][C:7]2[C:14]([F:15])=[CH:13][C:12]([F:16])=[CH:11][C:8]=2[CH:9]=1, predict the reactants needed to synthesize it. (3) The reactants are: [CH3:1][O:2][C:3]([CH:5]1[CH2:10][CH2:9][N:8]([CH2:11][C:12]2[CH:17]=[CH:16][CH:15]=[CH:14][CH:13]=2)[CH2:7][CH2:6]1)=[O:4].C[Si](C)(C)[N-][Si](C)(C)C.[Li+].[Cl:28][C:29]1[CH:45]=[CH:44][C:32]([O:33][C:34]2[CH:39]=[CH:38][C:37]([S:40](F)(=[O:42])=[O:41])=[CH:36][CH:35]=2)=[CH:31][CH:30]=1. Given the product [CH3:1][O:2][C:3]([C:5]1([S:40]([C:37]2[CH:38]=[CH:39][C:34]([O:33][C:32]3[CH:44]=[CH:45][C:29]([Cl:28])=[CH:30][CH:31]=3)=[CH:35][CH:36]=2)(=[O:41])=[O:42])[CH2:6][CH2:7][N:8]([CH2:11][C:12]2[CH:13]=[CH:14][CH:15]=[CH:16][CH:17]=2)[CH2:9][CH2:10]1)=[O:4], predict the reactants needed to synthesize it. (4) Given the product [F:17][C:18]1[C:26]([C:27]([F:30])([F:29])[F:28])=[CH:25][CH:24]=[CH:23][C:19]=1[C:20]([N:13]1[CH2:14][CH2:15][C:16]2[N:8]([C:5]3[CH:4]=[CH:3][CH:2]=[CH:7][N:6]=3)[CH:9]=[N:10][C:11]=2[CH:12]1[CH3:32])=[O:21], predict the reactants needed to synthesize it. The reactants are: F[C:2]1[CH:3]=[CH:4][C:5]([N:8]2[C:16]3[CH:15]=[CH:14][N:13]=[CH:12][C:11]=3[N:10]=[CH:9]2)=[N:6][CH:7]=1.[F:17][C:18]1[C:26]([C:27]([F:30])([F:29])[F:28])=[CH:25][CH:24]=[CH:23][C:19]=1[C:20](Cl)=[O:21].Cl[C:32]1C(C(F)(F)F)=CC=CC=1C(Cl)=O. (5) Given the product [Cl:11][C:7]1[C:3]2[C:4](=[O:6])[O:5][C:25]([C:24]3[CH:28]=[CH:29][CH:30]=[CH:31][C:23]=3[Cl:22])=[N:1][C:2]=2[CH:10]=[CH:9][CH:8]=1, predict the reactants needed to synthesize it. The reactants are: [NH2:1][C:2]1[CH:10]=[CH:9][CH:8]=[C:7]([Cl:11])[C:3]=1[C:4]([OH:6])=[O:5].FC1C=CC=CC=1C(Cl)=O.[Cl:22][C:23]1[CH:31]=[CH:30][CH:29]=[CH:28][C:24]=1[C:25](Cl)=O. (6) Given the product [F:21][C:22]1[CH:29]=[C:28]([F:30])[CH:27]=[CH:26][C:23]=1[CH2:24][O:1][C:2]1[CH:7]=[C:6]([CH3:8])[N:5]([C:9]2[C:10]([CH3:19])=[C:11]([CH:16]=[CH:17][CH:18]=2)[C:12]([O:14][CH3:15])=[O:13])[C:4](=[O:20])[CH:3]=1, predict the reactants needed to synthesize it. The reactants are: [OH:1][C:2]1[CH:7]=[C:6]([CH3:8])[N:5]([C:9]2[C:10]([CH3:19])=[C:11]([CH:16]=[CH:17][CH:18]=2)[C:12]([O:14][CH3:15])=[O:13])[C:4](=[O:20])[CH:3]=1.[F:21][C:22]1[CH:29]=[C:28]([F:30])[CH:27]=[CH:26][C:23]=1[CH2:24]Br.C([O-])([O-])=O.[K+].[K+].O.